The task is: Binary Classification. Given a miRNA mature sequence and a target amino acid sequence, predict their likelihood of interaction.. This data is from Experimentally validated miRNA-target interactions with 360,000+ pairs, plus equal number of negative samples. The miRNA is hsa-miR-34b-3p with sequence CAAUCACUAACUCCACUGCCAU. The protein sequence of the target gene is MAAQGEPGYLAAQSDPGSNSERSTDSPVPGSEDDLVAGATLHSPEWSEERFRVDRKKLEAMLQAAAEGKGRSGEDFFQKIMEETNTQIAWPSKLKIGAKSKKDPHIKVSGKKEDVKEAKEMIMSVLDTKSNRVTLKMDVSHTEHSHVIGKGGNNIKKVMEETGCHIHFPDSNRNNQAEKSNQVSIAGQPAGVESARVRIRELLPLVLMFELPIAGILQPVPDPNSPSIQHISQTYNISVSFKQRSRMYGATVIVRGSQNNTSAVKEGTAMLLEHLAGSLASAIPVSTQLDIAAQHHLFMM.... Result: 0 (no interaction).